From a dataset of Forward reaction prediction with 1.9M reactions from USPTO patents (1976-2016). Predict the product of the given reaction. (1) Given the reactants [NH2:1][C:2]1[N:7]=[C:6]([N:8]2[CH2:13][CH2:12][CH2:11][C@@H:10]([C:14]([OH:16])=[O:15])[CH2:9]2)[CH:5]=[CH:4][C:3]=1[N+:17]([O-])=O.O.C([O-])=O.[NH4+], predict the reaction product. The product is: [NH2:17][C:3]1[CH:4]=[CH:5][C:6]([N:8]2[CH2:13][CH2:12][CH2:11][C@@H:10]([C:14]([OH:16])=[O:15])[CH2:9]2)=[N:7][C:2]=1[NH2:1]. (2) Given the reactants [Cl:1][C:2]1[CH:18]=[CH:17][C:5]2[CH2:6][CH2:7][N:8]([C:11](=[O:16])[C:12]([F:15])([F:14])[F:13])[CH2:9][CH2:10][C:4]=2[C:3]=1OS(C(F)(F)F)(=O)=O.[NH2:27][CH2:28][C:29]1[CH:38]=[CH:37][C:32]([C:33]([O:35][CH3:36])=[O:34])=[C:31]([F:39])[CH:30]=1.C1C=CC(P(C2C(C3C(P(C4C=CC=CC=4)C4C=CC=CC=4)=CC=C4C=3C=CC=C4)=C3C(C=CC=C3)=CC=2)C2C=CC=CC=2)=CC=1.C(=O)([O-])[O-].[Cs+].[Cs+], predict the reaction product. The product is: [Cl:1][C:2]1[CH:18]=[CH:17][C:5]2[CH2:6][CH2:7][N:8]([C:11](=[O:16])[C:12]([F:14])([F:15])[F:13])[CH2:9][CH2:10][C:4]=2[C:3]=1[NH:27][CH2:28][C:29]1[CH:38]=[CH:37][C:32]([C:33]([O:35][CH3:36])=[O:34])=[C:31]([F:39])[CH:30]=1. (3) The product is: [F:40][C:30]([F:29])([F:41])[C:31]1[N:32]=[CH:33][C:34]([C:35]([N:5]([C:6]2[CH:7]=[CH:8][C:9]([C:12]3[NH:20][C:19]4[C:18](=[O:21])[N:17]([CH2:22][CH2:23][CH3:24])[C:16](=[O:25])[N:15]([CH2:26][CH2:27][CH3:28])[C:14]=4[CH:13]=3)=[CH:10][N:11]=2)[CH2:4][CH2:3][O:2][CH3:1])=[O:36])=[CH:38][CH:39]=1. Given the reactants [CH3:1][O:2][CH2:3][CH2:4][NH:5][C:6]1[N:11]=[CH:10][C:9]([C:12]2[NH:20][C:19]3[C:18](=[O:21])[N:17]([CH2:22][CH2:23][CH3:24])[C:16](=[O:25])[N:15]([CH2:26][CH2:27][CH3:28])[C:14]=3[CH:13]=2)=[CH:8][CH:7]=1.[F:29][C:30]([F:41])([F:40])[C:31]1[CH:39]=[CH:38][C:34]([C:35](Cl)=[O:36])=[CH:33][N:32]=1, predict the reaction product. (4) Given the reactants [Cl:1][C:2]1[CH:7]=[CH:6][C:5]([C:8]2[C:9]([O:17][CH:18]3[CH2:21][CH2:20][CH2:19]3)=[N:10][CH:11]=[C:12]([CH:16]=2)[C:13](O)=[O:14])=[CH:4][C:3]=1[F:22].[F:23][C:24]([F:33])([F:32])[C:25]1[N:29]=[C:28]([CH2:30][NH2:31])[O:27][N:26]=1, predict the reaction product. The product is: [Cl:1][C:2]1[CH:7]=[CH:6][C:5]([C:8]2[C:9]([O:17][CH:18]3[CH2:21][CH2:20][CH2:19]3)=[N:10][CH:11]=[C:12]([CH:16]=2)[C:13]([NH:31][CH2:30][C:28]2[O:27][N:26]=[C:25]([C:24]([F:33])([F:32])[F:23])[N:29]=2)=[O:14])=[CH:4][C:3]=1[F:22]. (5) Given the reactants C(N(CC)CC)C.[Br:8][C:9]1[CH:15]=[CH:14][C:12]([NH2:13])=[C:11]([F:16])[CH:10]=1.[C:17]([O:20][C:21]([CH3:26])([CH3:25])[C:22](Cl)=[O:23])(=[O:19])[CH3:18], predict the reaction product. The product is: [C:17]([O:20][C:21]([CH3:26])([CH3:25])[C:22]([NH:13][C:12]1[CH:14]=[CH:15][C:9]([Br:8])=[CH:10][C:11]=1[F:16])=[O:23])(=[O:19])[CH3:18]. (6) Given the reactants [NH2:1][C:2]1[CH:7]=[C:6]([S:8][C:9]([F:12])([F:11])[F:10])[CH:5]=[CH:4][C:3]=1[OH:13].CCN=C=NCCCN(C)C.[C:25](O)(=[O:32])[C:26]1[CH:31]=[CH:30][N:29]=[CH:28][CH:27]=1.N1C=CC=CC=1, predict the reaction product. The product is: [OH:13][C:3]1[CH:4]=[CH:5][C:6]([S:8][C:9]([F:12])([F:10])[F:11])=[CH:7][C:2]=1[NH:1][C:25](=[O:32])[C:26]1[CH:31]=[CH:30][N:29]=[CH:28][CH:27]=1.